This data is from Forward reaction prediction with 1.9M reactions from USPTO patents (1976-2016). The task is: Predict the product of the given reaction. (1) Given the reactants [CH3:1][C:2]1[CH:7]=[CH:6][CH:5]=[C:4]([C:8]#[C:9][CH:10]=[C:11]2[CH2:16][CH2:15][N:14](C3C=NC=C(C(F)(F)F)C=3)[CH2:13][CH2:12]2)N=1.Br[C:28]1C=NC=C(C(F)(F)F)C=1.Cl[C:39]1[N:46]=[C:45]([CH3:47])[CH:44]=[CH:43][C:40]=1[C:41]#[N:42].CC1C=CC=C(C#CC=C2CCNCC2)N=1, predict the reaction product. The product is: [CH3:47][C:45]1[CH:44]=[CH:43][C:40]([C:41]#[N:42])=[C:39]([N:14]2[CH2:13][CH2:12][C:11](=[C:10]([CH3:28])[C:9]#[C:8][C:4]3[CH:1]=[CH:2][CH:7]=[CH:6][CH:5]=3)[CH2:16][CH2:15]2)[N:46]=1. (2) The product is: [CH3:13][N:10]1[CH2:11][CH:12]=[C:7]([B:19]2[O:20][C:21]([CH3:23])([CH3:22])[C:17]([CH3:33])([CH3:16])[O:18]2)[CH2:8][CH2:9]1. Given the reactants FC(F)(F)S(O[C:7]1[CH2:8][CH2:9][N:10]([CH3:13])[CH2:11][CH:12]=1)(=O)=O.[CH3:16][C:17]1([CH3:33])[C:21]([CH3:23])([CH3:22])[O:20][B:19]([B:19]2[O:20][C:21]([CH3:23])([CH3:22])[C:17]([CH3:33])([CH3:16])[O:18]2)[O:18]1.C([O-])(=O)C.[K+], predict the reaction product.